From a dataset of Forward reaction prediction with 1.9M reactions from USPTO patents (1976-2016). Predict the product of the given reaction. (1) Given the reactants [CH2:1]([N:9]1[C:17]2[C:12](=[CH:13][C:14]([C:18]3[CH:19]=[C:20]([CH3:24])[CH:21]=[CH:22][CH:23]=3)=[CH:15][CH:16]=2)[C:11]([CH:25]=O)=[CH:10]1)[CH2:2][CH2:3][CH2:4][CH2:5][CH2:6][CH2:7][CH3:8].Cl.[NH2:28][OH:29].N1C=CC=CC=1.Cl, predict the reaction product. The product is: [CH2:1]([N:9]1[C:17]2[C:12](=[CH:13][C:14]([C:18]3[CH:19]=[C:20]([CH3:24])[CH:21]=[CH:22][CH:23]=3)=[CH:15][CH:16]=2)[C:11]([CH:25]=[N:28][OH:29])=[CH:10]1)[CH2:2][CH2:3][CH2:4][CH2:5][CH2:6][CH2:7][CH3:8]. (2) Given the reactants [NH:1]1[C:9]2[C:4](=[CH:5][C:6]([CH:10]=O)=[CH:7][CH:8]=2)[CH:3]=[N:2]1.[NH2:12][C:13]([CH:17]([F:19])[F:18])=[CH:14][C:15]#[N:16], predict the reaction product. The product is: [F:18][CH:17]([F:19])[C:13]1[NH:12][C:13]([CH:17]([F:19])[F:18])=[C:14]([C:15]#[N:16])[CH:10]([C:6]2[CH:5]=[C:4]3[C:9](=[CH:8][CH:7]=2)[NH:1][N:2]=[CH:3]3)[C:14]=1[C:15]#[N:16]. (3) Given the reactants [CH3:1][C:2]1([C:7]2[O:11][C:10]([CH2:12][N:13]3[CH:17]=[CH:16][C:15]([NH2:18])=[N:14]3)=[CH:9][CH:8]=2)[O:6]CCO1.[Cl:19][C:20]1[CH:21]=[C:22](/[CH:26]=[CH:27]/[C:28](O)=[O:29])[CH:23]=[CH:24][CH:25]=1, predict the reaction product. The product is: [C:2]([C:7]1[O:11][C:10]([CH2:12][N:13]2[CH:17]=[CH:16][C:15]([NH:18][C:28](=[O:29])/[CH:27]=[CH:26]/[C:22]3[CH:23]=[CH:24][CH:25]=[C:20]([Cl:19])[CH:21]=3)=[N:14]2)=[CH:9][CH:8]=1)(=[O:6])[CH3:1]. (4) Given the reactants [F:1][C:2]([F:11])([F:10])[C:3]1[CH:8]=[CH:7][CH:6]=[CH:5][C:4]=1Br.B(O)O.[C:15]([O-:18])([O-])=O.[Na+].[Na+], predict the reaction product. The product is: [F:1][C:2]([F:11])([F:10])[C:3]1[CH:8]=[CH:7][CH:6]=[CH:5][C:4]=1[C:3]1[CH:8]=[CH:7][C:6]([CH:15]=[O:18])=[CH:5][CH:4]=1. (5) Given the reactants O[CH2:2][C:3]([C:5]1[CH:10]=[CH:9][CH:8]=[CH:7][CH:6]=1)=[O:4].[Br:11][C:12]1[CH:13]=[CH:14][C:15]([O:20][CH2:21][CH3:22])=[C:16]([CH:19]=1)[CH:17]=O.[OH-:23].[K+], predict the reaction product. The product is: [Br:11][C:12]1[CH:13]=[CH:14][C:15]([O:20][CH2:21][CH3:22])=[C:16](/[CH:17]=[CH:2]/[C:3]([C:5]2[CH:6]=[CH:7][CH:8]=[CH:9][C:10]=2[OH:23])=[O:4])[CH:19]=1. (6) Given the reactants [NH2:1][CH2:2][CH:3]([OH:26])[CH2:4][O:5][C:6]1[C:11]([CH3:12])=[CH:10][C:9]([C:13]2[N:17]=[C:16]([C:18]3[S:19][C:20]([CH2:23][CH3:24])=[CH:21][CH:22]=3)[O:15][N:14]=2)=[CH:8][C:7]=1[CH3:25].CCN(C(C)C)C(C)C.[C:36](O)(=[O:39])[CH2:37][OH:38].CN(C(ON1N=NC2C=CC=CC1=2)=[N+](C)C)C.[B-](F)(F)(F)F, predict the reaction product. The product is: [CH2:23]([C:20]1[S:19][C:18]([C:16]2[O:15][N:14]=[C:13]([C:9]3[CH:10]=[C:11]([CH3:12])[C:6]([O:5][CH2:4][CH:3]([OH:26])[CH2:2][NH:1][C:37](=[O:38])[CH2:36][OH:39])=[C:7]([CH3:25])[CH:8]=3)[N:17]=2)=[CH:22][CH:21]=1)[CH3:24]. (7) Given the reactants [NH2:1][C:2]1[N:7]=[C:6](/[C:8](=[C:11]2\[NH:12][C:13]3[CH:21]=[CH:20][CH:19]=[CH:18][C:14]=3[N:15]\2[CH2:16][CH3:17])/[C:9]#[N:10])[C:5]([CH3:22])=[CH:4][N:3]=1.[CH3:23][N:24]([CH3:30])[CH2:25][CH2:26][C:27](O)=[O:28], predict the reaction product. The product is: [C:9](/[C:8](=[C:11]1/[NH:12][C:13]2[CH:21]=[CH:20][CH:19]=[CH:18][C:14]=2[N:15]/1[CH2:16][CH3:17])/[C:6]1[C:5]([CH3:22])=[CH:4][N:3]=[C:2]([NH:1][C:27](=[O:28])[CH2:26][CH2:25][N:24]([CH3:30])[CH3:23])[N:7]=1)#[N:10]. (8) Given the reactants [NH2:1][CH2:2][CH2:3][CH2:4][OH:5].CS(O[CH2:11][C@@H:12]([NH:14][S:15]([C:18]1[CH:23]=[CH:22][CH:21]=[CH:20][C:19]=1[N+:24]([O-:26])=[O:25])(=[O:17])=[O:16])[CH3:13])(=O)=O, predict the reaction product. The product is: [OH:5][CH2:4][CH2:3][CH2:2][NH:1][CH2:13][C@@H:12]([NH:14][S:15]([C:18]1[CH:23]=[CH:22][CH:21]=[CH:20][C:19]=1[N+:24]([O-:26])=[O:25])(=[O:17])=[O:16])[CH3:11]. (9) Given the reactants [OH:1][CH:2]1[CH2:5][N:4]([C:6]2[S:7][CH:8]=[C:9]([C:11]([N:13]3[CH2:17][CH2:16][CH2:15][CH2:14]3)=[O:12])[N:10]=2)[CH2:3]1.[CH3:18][S:19](Cl)(=[O:21])=[O:20].C(N(CC)CC)C, predict the reaction product. The product is: [CH3:18][S:19]([O:1][CH:2]1[CH2:5][N:4]([C:6]2[S:7][CH:8]=[C:9]([C:11]([N:13]3[CH2:14][CH2:15][CH2:16][CH2:17]3)=[O:12])[N:10]=2)[CH2:3]1)(=[O:21])=[O:20].